This data is from Forward reaction prediction with 1.9M reactions from USPTO patents (1976-2016). The task is: Predict the product of the given reaction. (1) Given the reactants [C:1]([O:5][C:6]([NH:8][C@:9]([CH3:40])([CH2:20][CH2:21][C:22]1[N:23]([CH3:39])[C:24]([C:27](=[O:38])[CH2:28][CH2:29][CH2:30][CH2:31][C:32]2[CH:37]=[CH:36][CH:35]=[CH:34][CH:33]=2)=[CH:25][CH:26]=1)[CH:10]=[CH:11][P:12](=[O:19])([O:16][CH2:17][CH3:18])[O:13][CH2:14][CH3:15])=[O:7])([CH3:4])([CH3:3])[CH3:2], predict the reaction product. The product is: [C:1]([O:5][C:6]([NH:8][C@:9]([CH3:40])([CH2:20][CH2:21][C:22]1[N:23]([CH3:39])[C:24]([C:27](=[O:38])[CH2:28][CH2:29][CH2:30][CH2:31][C:32]2[CH:37]=[CH:36][CH:35]=[CH:34][CH:33]=2)=[CH:25][CH:26]=1)[CH2:10][CH2:11][P:12](=[O:19])([O:13][CH2:14][CH3:15])[O:16][CH2:17][CH3:18])=[O:7])([CH3:2])([CH3:3])[CH3:4]. (2) Given the reactants F[C:2]1[N:18]=[CH:17][CH:16]=[CH:15][C:3]=1[C:4]([NH:6][C:7]1[CH:12]=[CH:11][C:10]([F:13])=[CH:9][C:8]=1[CH3:14])=[O:5].[ClH:19].Cl.[NH:21]1[C:25]2=[N:26][CH:27]=[CH:28][C:29]([O:30][C:31]3[CH:36]=[CH:35][C:34]([NH:37]C4N=CC=CC=4C(NC4C=CC=CC=4C)=O)=[CH:33][C:32]=3[F:54])=[C:24]2[CH:23]=[CH:22]1, predict the reaction product. The product is: [ClH:19].[ClH:19].[NH:21]1[C:25]2=[N:26][CH:27]=[CH:28][C:29]([O:30][C:31]3[CH:36]=[CH:35][C:34]([NH:37][C:2]4[N:18]=[CH:17][CH:16]=[CH:15][C:3]=4[C:4]([NH:6][C:7]4[CH:12]=[CH:11][C:10]([F:13])=[CH:9][C:8]=4[CH3:14])=[O:5])=[CH:33][C:32]=3[F:54])=[C:24]2[CH:23]=[CH:22]1. (3) Given the reactants [Cl:1][C:2]1[N:7]=[C:6]([NH:8][C:9]2[CH:14]=[CH:13][CH:12]=[CH:11][C:10]=2[C:15]([C:17]2[CH:22]=[CH:21][CH:20]=[CH:19][CH:18]=2)=[O:16])[C:5]([N+:23]([O-:25])=[O:24])=[CH:4][N:3]=1.[NH2:26][C:27]1[CH:32]=[CH:31][C:30]([NH:33][C:34](=[O:36])[CH3:35])=[CH:29][CH:28]=1.Cl.C(OCC)C, predict the reaction product. The product is: [ClH:1].[C:15]([C:10]1[CH:11]=[CH:12][CH:13]=[CH:14][C:9]=1[NH:8][C:6]1[C:5]([N+:23]([O-:25])=[O:24])=[CH:4][N:3]=[C:2]([NH:26][C:27]2[CH:28]=[CH:29][C:30]([NH:33][C:34](=[O:36])[CH3:35])=[CH:31][CH:32]=2)[N:7]=1)(=[O:16])[C:17]1[CH:22]=[CH:21][CH:20]=[CH:19][CH:18]=1. (4) Given the reactants [NH2:1][C:2]1[C:3]([NH2:11])=[N:4][CH:5]=[C:6]([CH:10]=1)[C:7]([NH2:9])=[O:8].Br[CH:13]([CH3:17])[C:14](=O)[CH3:15], predict the reaction product. The product is: [NH2:1][C:2]1[C:3]2[N:4]([C:13]([CH3:17])=[C:14]([CH3:15])[N:11]=2)[CH:5]=[C:6]([C:7]([NH2:9])=[O:8])[CH:10]=1. (5) Given the reactants Cl.[NH2:2][CH2:3][CH2:4][C:5]1[CH:10]=[CH:9][C:8]([C:11]2[CH:27]=[CH:26][C:14]([O:15][CH:16]([CH3:25])[CH2:17][NH:18][S:19]([CH:22]([CH3:24])[CH3:23])(=[O:21])=[O:20])=[CH:13][CH:12]=2)=[CH:7][CH:6]=1.C(N(CC)CC)C.[C:35](Cl)(=[O:37])[CH3:36], predict the reaction product. The product is: [CH3:25][CH:16]([O:15][C:14]1[CH:26]=[CH:27][C:11]([C:8]2[CH:7]=[CH:6][C:5]([CH2:4][CH2:3][NH:2][C:35](=[O:37])[CH3:36])=[CH:10][CH:9]=2)=[CH:12][CH:13]=1)[CH2:17][NH:18][S:19]([CH:22]([CH3:23])[CH3:24])(=[O:21])=[O:20]. (6) Given the reactants [CH3:1][CH2:2][C:3]([N:26]([CH3:28])[CH3:27])([C:20]1[CH:21]=[CH:22][CH:23]=[CH:24][CH:25]=1)[CH2:4][O:5][C:6]([C:8]1[CH:9]=[C:10]([O:18][CH3:19])[C:11]([O:16][CH3:17])=[C:12]([O:14][CH3:15])[CH:13]=1)=[O:7].O.[C:30]1([CH3:40])[CH:35]=[CH:34][C:33]([S:36]([OH:39])(=[O:38])=[O:37])=[CH:32][CH:31]=1.CCC(N(C)C)(C1C=CC=CC=1)COC(C1C=C(OC)C(OC)=C(OC)C=1)=O.CC1C=CC(S(O)(=O)=O)=CC=1, predict the reaction product. The product is: [CH3:1][CH2:2][C:3]([N:26]([CH3:28])[CH3:27])([C:20]1[CH:25]=[CH:24][CH:23]=[CH:22][CH:21]=1)[CH2:4][O:5][C:6]([C:8]1[CH:13]=[C:12]([O:14][CH3:15])[C:11]([O:16][CH3:17])=[C:10]([O:18][CH3:19])[CH:9]=1)=[O:7].[C:30]1([CH3:40])[CH:31]=[CH:32][C:33]([S:36]([O-:39])(=[O:37])=[O:38])=[CH:34][CH:35]=1. (7) Given the reactants Br[C:2]1[N:3]=[CH:4][S:5][CH:6]=1.[I-].[CH2:8]([Zn+])[C:9]([CH3:12])([CH3:11])[CH3:10].C1COCC1.C(Cl)(Cl)Cl, predict the reaction product. The product is: [CH2:8]([C:2]1[N:3]=[CH:4][S:5][CH:6]=1)[C:9]([CH3:12])([CH3:11])[CH3:10]. (8) Given the reactants [CH:1](=O)[C:2]1[CH:7]=[CH:6][CH:5]=[CH:4][CH:3]=1.[C:9](#[N:13])[CH2:10][C:11]#[N:12].C(N(CC)CC)C.[CH3:21][N:22]1[C:26](=[O:27])[CH2:25][C:24]([CH3:28])=[N:23]1, predict the reaction product. The product is: [NH2:12][C:11]1[O:27][C:26]2[N:22]([CH3:21])[N:23]=[C:24]([CH3:28])[C:25]=2[CH:1]([C:2]2[CH:7]=[CH:6][CH:5]=[CH:4][CH:3]=2)[C:10]=1[C:9]#[N:13]. (9) Given the reactants [CH3:1][O:2][C:3]1[CH:28]=[CH:27][C:6]([CH2:7][N:8]2[C:12]3=[N:13][CH:14]=[CH:15][C:16]([O:17][C:18]4[CH:23]=[CH:22][C:21]([NH2:24])=[CH:20][C:19]=4[F:25])=[C:11]3[C:10]([CH3:26])=[N:9]2)=[CH:5][CH:4]=1.[CH3:29][N:30]1[CH2:34][CH2:33][CH:32]([C:35](O)=[O:36])[C:31]1=[O:38].Cl.C(N=C=NCCCN(C)C)C.N1(O)C2C=CC=CC=2N=N1.C(N(C(C)C)C(C)C)C, predict the reaction product. The product is: [CH3:1][O:2][C:3]1[CH:4]=[CH:5][C:6]([CH2:7][N:8]2[C:12]3=[N:13][CH:14]=[CH:15][C:16]([O:17][C:18]4[CH:23]=[CH:22][C:21]([NH:24][C:35]([CH:32]5[CH2:33][CH2:34][N:30]([CH3:29])[C:31]5=[O:38])=[O:36])=[CH:20][C:19]=4[F:25])=[C:11]3[C:10]([CH3:26])=[N:9]2)=[CH:27][CH:28]=1.